Dataset: Reaction yield outcomes from USPTO patents with 853,638 reactions. Task: Predict the reaction yield, written as a fraction of the theoretical maximum amount of product (1.0 means a 100% yield; for example, 0.34 means a 34% yield). (1) The reactants are [C:1]1([C:33]2[CH:38]=[CH:37][CH:36]=[CH:35][CH:34]=2)[CH:6]=[CH:5][C:4]([S:7]([N:10]([C:26]2[O:30][N:29]=[C:28]([CH3:31])[C:27]=2[Br:32])S(C2C=CC(C3C=CC=CC=3)=CC=2)(=O)=O)(=[O:9])=[O:8])=[CH:3][CH:2]=1.[OH-].[Na+]. The catalyst is O1CCCC1. The product is [Br:32][C:27]1[C:28]([CH3:31])=[N:29][O:30][C:26]=1[NH:10][S:7]([C:4]1[CH:3]=[CH:2][C:1]([C:33]2[CH:38]=[CH:37][CH:36]=[CH:35][CH:34]=2)=[CH:6][CH:5]=1)(=[O:8])=[O:9]. The yield is 0.940. (2) The reactants are [CH2:1]([N:3]1[C:7](=[O:8])[CH2:6][C:5]([C:9]2[CH:10]=[N:11][CH:12]=[CH:13][CH:14]=2)=[N:4]1)[CH3:2].[H-].[Na+].[F:17][C:18]([F:37])([F:36])[S:19](N([S:19]([C:18]([F:37])([F:36])[F:17])(=[O:21])=[O:20])C1C=CC=CC=1)(=[O:21])=[O:20]. The catalyst is C1COCC1. The product is [CH2:1]([N:3]1[C:7]([O:8][S:19]([C:18]([F:37])([F:36])[F:17])(=[O:21])=[O:20])=[CH:6][C:5]([C:9]2[CH:10]=[N:11][CH:12]=[CH:13][CH:14]=2)=[N:4]1)[CH3:2]. The yield is 0.500. (3) The reactants are [Br:1][C:2]1[CH:3]=[C:4]2[C:9](=[CH:10][CH:11]=1)[N:8]=[C:7]([CH3:12])[C:6]([S:13]([CH3:16])(=[O:15])=[O:14])=[C:5]2Cl.[NH:18]1[CH2:23][CH2:22][O:21][CH2:20][CH2:19]1.C(N(CC)C(C)C)(C)C. The catalyst is CN(C)C=O. The product is [Br:1][C:2]1[CH:3]=[C:4]2[C:9](=[CH:10][CH:11]=1)[N:8]=[C:7]([CH3:12])[C:6]([S:13]([CH3:16])(=[O:15])=[O:14])=[C:5]2[N:18]1[CH2:23][CH2:22][O:21][CH2:20][CH2:19]1. The yield is 0.810. (4) The reactants are [CH2:1]([C:3]1[C:11]([N:12]([CH2:20][CH:21]2[CH2:26][CH2:25][O:24][CH2:23][CH2:22]2)C(=O)OC(C)(C)C)=[C:6]2[CH:7]=[CH:8][CH:9]=[CH:10][N:5]2[N:4]=1)[CH3:2].[ClH:27].C(OCC)(=O)C. The catalyst is COCCOC. The product is [ClH:27].[CH2:1]([C:3]1[C:11]([NH:12][CH2:20][CH:21]2[CH2:26][CH2:25][O:24][CH2:23][CH2:22]2)=[C:6]2[CH:7]=[CH:8][CH:9]=[CH:10][N:5]2[N:4]=1)[CH3:2]. The yield is 0.870. (5) The reactants are [Cl:1][C:2]1[S:6][C:5]([C:7]2[CH:11]=[C:10]([CH3:12])[NH:9][N:8]=2)=[CH:4][CH:3]=1.[Br:13]N1C(=O)CCC1=O.S([O-])([O-])(=O)=S.[Na+].[Na+].C(=O)([O-])[O-].[Na+].[Na+]. No catalyst specified. The product is [Br:13][C:11]1[C:7]([C:5]2[S:6][C:2]([Cl:1])=[CH:3][CH:4]=2)=[N:8][NH:9][C:10]=1[CH3:12]. The yield is 0.640. (6) The reactants are [CH2:1]([C:5]1[N:10]2[N:11]=[CH:12][N:13]=[C:9]2[N:8]([C@H:14]2[CH2:19][CH2:18][C@H:17]([OH:20])[CH2:16][CH2:15]2)[C:7](=[O:21])[C:6]=1[CH2:22][C:23]1[CH:28]=[CH:27][C:26]([C:29]2[C:30]([C:35]#[N:36])=[CH:31][CH:32]=[CH:33][CH:34]=2)=[CH:25][C:24]=1[F:37])[CH2:2][CH2:3][CH3:4].[N+](=[CH:40][C:41]([O:43][CH2:44][CH3:45])=[O:42])=[N-].O. The catalyst is C1(C)C=CC=CC=1.C([O-])(=O)C.[Rh+]. The product is [CH2:44]([O:43][C:41](=[O:42])[CH2:40][O:20][C@H:17]1[CH2:18][CH2:19][C@H:14]([N:8]2[C:7](=[O:21])[C:6]([CH2:22][C:23]3[CH:28]=[CH:27][C:26]([C:29]4[CH:34]=[CH:33][CH:32]=[CH:31][C:30]=4[C:35]#[N:36])=[CH:25][C:24]=3[F:37])=[C:5]([CH2:1][CH2:2][CH2:3][CH3:4])[N:10]3[N:11]=[CH:12][N:13]=[C:9]23)[CH2:15][CH2:16]1)[CH3:45]. The yield is 0.490. (7) The reactants are C(OC([N:8]1[CH2:13][CH2:12][CH:11]([C:14]([OH:27])([C:21]2[CH:26]=[CH:25][CH:24]=[CH:23][N:22]=2)[C:15]2[CH:20]=[CH:19][CH:18]=[CH:17][N:16]=2)[CH2:10][CH2:9]1)=O)(C)(C)C. The catalyst is C(O)(C(F)(F)F)=O.C(Cl)Cl. The product is [NH:8]1[CH2:13][CH2:12][CH:11]([C:14]([C:15]2[CH:20]=[CH:19][CH:18]=[CH:17][N:16]=2)([C:21]2[CH:26]=[CH:25][CH:24]=[CH:23][N:22]=2)[OH:27])[CH2:10][CH2:9]1. The yield is 0.600. (8) The reactants are [NH2:1][C:2]1[CH:3]=[C:4]([C:8]2[S:12][C:11]([C:13]3[CH:14]=[C:15]4[C:19](=[CH:20][CH:21]=3)[C:18](=[O:22])[N:17]([CH3:23])[CH2:16]4)=[CH:10][CH:9]=2)[CH:5]=[N:6][CH:7]=1.Cl[S:25]([C:28]1[CH:37]=[CH:36][CH:35]=[CH:34][C:29]=1[C:30]([O:32][CH3:33])=[O:31])(=[O:27])=[O:26]. No catalyst specified. The product is [CH3:23][N:17]1[CH2:16][C:15]2[C:19](=[CH:20][CH:21]=[C:13]([C:11]3[S:12][C:8]([C:4]4[CH:3]=[C:2]([NH:1][S:25]([C:28]5[CH:37]=[CH:36][CH:35]=[CH:34][C:29]=5[C:30]([O:32][CH3:33])=[O:31])(=[O:27])=[O:26])[CH:7]=[N:6][CH:5]=4)=[CH:9][CH:10]=3)[CH:14]=2)[C:18]1=[O:22]. The yield is 0.230. (9) The reactants are [CH3:1][O:2][C:3]([NH:5][C@H:6]([C:10]([N:12]1[CH2:16][C@@H:15]([CH3:17])[CH2:14][C@H:13]1[C:18]1[NH:22][C:21]2[C:23]3[C:28]([CH:29]=[CH:30][C:20]=2[N:19]=1)=[CH:27][C:26]1[C:31]2[C:36]([CH2:37][O:38][C:25]=1[CH:24]=3)=[CH:35][C:34]([C:39]1[NH:43][C:42]([C@@H:44]3[CH2:48][CH2:47][CH2:46][N:45]3C(OC(C)(C)C)=O)=[N:41][CH:40]=1)=[CH:33][CH:32]=2)=[O:11])[CH:7]([CH3:9])[CH3:8])=[O:4].Cl.[CH3:57][O:58][C:59]([NH:61][C@H:62]([C:66]1[CH:71]=[CH:70][CH:69]=[CH:68][CH:67]=1)[C:63]([OH:65])=O)=[O:60].C[CH2:73][O:74]C(C(C#N)=NOC(N1CCOCC1)=[N+](C)C)=O.F[P-](F)(F)(F)(F)F.C(N(C(C)C)CC)(C)C. The catalyst is CN(C=O)C.C(OCC)(=O)C.C(O)C. The product is [CH3:1][O:2][C:3]([NH:5][C@@H:6]([CH:7]([CH3:9])[CH3:8])[C:10]([N:12]1[CH2:16][C@@H:15]([CH2:17][O:74][CH3:73])[CH2:14][C@H:13]1[C:18]1[NH:22][C:21]2[C:23]3[C:28]([CH:29]=[CH:30][C:20]=2[N:19]=1)=[CH:27][C:26]1[C:31]2[C:36]([CH2:37][O:38][C:25]=1[CH:24]=3)=[CH:35][C:34]([C:39]1[NH:43][C:42]([C@@H:44]3[CH2:48][CH2:47][CH2:46][N:45]3[C:63](=[O:65])[C@H:62]([NH:61][C:59](=[O:60])[O:58][CH3:57])[C:66]3[CH:71]=[CH:70][CH:69]=[CH:68][CH:67]=3)=[N:41][CH:40]=1)=[CH:33][CH:32]=2)=[O:11])=[O:4]. The yield is 0.390.